This data is from Forward reaction prediction with 1.9M reactions from USPTO patents (1976-2016). The task is: Predict the product of the given reaction. (1) Given the reactants [OH:1][CH:2]([CH2:6][CH2:7][S:8][CH3:9])[C:3]([OH:5])=[O:4].C.[CH2:11](O)[CH2:12][CH2:13][CH2:14][CH2:15][CH2:16][CH2:17][CH3:18].S([O-])(O)(=O)=O.[Na+], predict the reaction product. The product is: [OH:1][CH:2]([CH2:6][CH2:7][S:8][CH3:9])[C:3]([O:5][CH2:11][CH2:12][CH2:13][CH2:14][CH2:15][CH2:16][CH2:17][CH3:18])=[O:4]. (2) Given the reactants [I:1][C:2]1[CH:3]=[C:4]([C:8](=O)[CH2:9][CH2:10][CH2:11][CH2:12][N:13]2[CH2:18][CH2:17][CH:16]([C:19]3[CH:20]=[C:21]([NH:25][C:26](=[O:30])[CH:27]([CH3:29])[CH3:28])[CH:22]=[CH:23][CH:24]=3)[CH2:15][CH2:14]2)[CH:5]=[CH:6][CH:7]=1.Cl.[CH3:33][C:34]1[CH:39]=[CH:38][CH:37]=[CH:36][C:35]=1[NH:40]N, predict the reaction product. The product is: [I:1][C:2]1[CH:3]=[C:4]([C:8]2[NH:40][C:35]3[C:36]([C:9]=2[CH2:10][CH2:11][CH2:12][N:13]2[CH2:18][CH2:17][CH:16]([C:19]4[CH:20]=[C:21]([NH:25][C:26](=[O:30])[CH:27]([CH3:29])[CH3:28])[CH:22]=[CH:23][CH:24]=4)[CH2:15][CH2:14]2)=[CH:37][CH:38]=[CH:39][C:34]=3[CH3:33])[CH:5]=[CH:6][CH:7]=1. (3) Given the reactants C([O:3][C:4]([C:6]1[CH:11]=[C:10]([O:12][CH2:13][CH2:14][CH2:15][NH:16][C:17]([O:19][C:20]([CH3:23])([CH3:22])[CH3:21])=[O:18])[CH:9]=[C:8]([C:24](OCC)=[O:25])[N:7]=1)=O)C.[BH4-].[Na+].[Cl-].[Ca+2].[Cl-].[H][H], predict the reaction product. The product is: [C:20]([O:19][C:17]([NH:16][CH2:15][CH2:14][CH2:13][O:12][C:10]1[CH:9]=[C:8]([CH2:24][OH:25])[N:7]=[C:6]([CH2:4][OH:3])[CH:11]=1)=[O:18])([CH3:23])([CH3:21])[CH3:22]. (4) Given the reactants [N+]([C:4]1[CH:11]=[C:10]([C:12]([F:15])([F:14])[F:13])[CH:9]=[CH:8][C:5]=1[C:6]#[N:7])([O-])=O.[C:16]([O:20][CH3:21])(=[O:19])[CH2:17][SH:18].CN1C(=O)CCC1.O.[OH-].[Li+], predict the reaction product. The product is: [C:16]([C:17]1[S:18][C:4]2[CH:11]=[C:10]([C:12]([F:15])([F:14])[F:13])[CH:9]=[CH:8][C:5]=2[C:6]=1[NH2:7])([O:20][CH3:21])=[O:19]. (5) Given the reactants Br[CH2:2][C:3]1[CH:7]=[CH:6][S:5][C:4]=1[C:8]([O:10][CH3:11])=[O:9].[NH3:12].CO, predict the reaction product. The product is: [NH2:12][CH2:2][C:3]1[CH:7]=[CH:6][S:5][C:4]=1[C:8]([O:10][CH3:11])=[O:9]. (6) Given the reactants [CH3:1][N:2]([CH3:41])[C:3]([CH:5]1[CH2:10][CH2:9][CH2:8][N:7]([C:11]2[N:12]=[C:13]3[CH:30]=[C:29](/[CH:31]=[CH:32]/[C:33]4[S:34][CH:35]=[C:36]([CH:38]([CH3:40])[CH3:39])[N:37]=4)[CH:28]=[CH:27][N:14]3[C:15](=[O:26])[C:16]=2/[CH:17]=[CH:18]/[C:19]([O:21]C(C)(C)C)=[O:20])[CH2:6]1)=[O:4].FC(F)(F)C(O)=O, predict the reaction product. The product is: [CH3:41][N:2]([CH3:1])[C:3]([CH:5]1[CH2:10][CH2:9][CH2:8][N:7]([C:11]2[N:12]=[C:13]3[CH:30]=[C:29](/[CH:31]=[CH:32]/[C:33]4[S:34][CH:35]=[C:36]([CH:38]([CH3:39])[CH3:40])[N:37]=4)[CH:28]=[CH:27][N:14]3[C:15](=[O:26])[C:16]=2/[CH:17]=[CH:18]/[C:19]([OH:21])=[O:20])[CH2:6]1)=[O:4]. (7) Given the reactants [F:1][C:2]1[CH:22]=[CH:21][CH:20]=[CH:19][C:3]=1[CH2:4][O:5][C:6]1[CH:10]=[C:9]([C:11]2[CH:16]=[CH:15][CH:14]=[CH:13][C:12]=2OC)[NH:8][N:7]=1.C(CC(OCC)=O)(=O)C1C=CC=CC=1, predict the reaction product. The product is: [F:1][C:2]1[CH:22]=[CH:21][CH:20]=[CH:19][C:3]=1[CH2:4][O:5][C:6]1[CH:10]=[C:9]([C:11]2[CH:16]=[CH:15][CH:14]=[CH:13][CH:12]=2)[NH:8][N:7]=1.